Dataset: Forward reaction prediction with 1.9M reactions from USPTO patents (1976-2016). Task: Predict the product of the given reaction. (1) Given the reactants [OH:1][C:2]1[C:7]([O:8][CH3:9])=[CH:6][CH:5]=[CH:4][C:3]=1[CH2:10][C:11]([O:13][CH3:14])=[O:12].C(O)[C:16]1[CH:21]=[CH:20][CH:19]=[CH:18][CH:17]=1.O.C1(C)C=CC(S(O)(=O)=O)=CC=1, predict the reaction product. The product is: [OH:1][C:2]1[C:7]([O:8][CH3:9])=[CH:6][CH:5]=[CH:4][C:3]=1[CH2:10][C:11]([O:13][CH2:14][C:16]1[CH:21]=[CH:20][CH:19]=[CH:18][CH:17]=1)=[O:12]. (2) Given the reactants [Cl:1][C:2]1[CH:3]=[C:4]([CH:31]=[CH:32][CH:33]=1)[CH2:5][NH:6][C:7]([C:9]1[CH:30]=[CH:29][C:12]2[S:13][C:14]3[CH:28]=[CH:27][CH:26]=[CH:25][C:15]=3[C:16]([C:18]3[CH:23]=[CH:22][C:21]([F:24])=[CH:20][CH:19]=3)=[N:17][C:11]=2[CH:10]=1)=[O:8].ClC1C=CC=C(C(OO)=[O:42])C=1, predict the reaction product. The product is: [Cl:1][C:2]1[CH:3]=[C:4]([CH:31]=[CH:32][CH:33]=1)[CH2:5][NH:6][C:7]([C:9]1[CH:30]=[CH:29][C:12]2[S:13](=[O:42])[C:14]3[CH:28]=[CH:27][CH:26]=[CH:25][C:15]=3[C:16]([C:18]3[CH:23]=[CH:22][C:21]([F:24])=[CH:20][CH:19]=3)=[N:17][C:11]=2[CH:10]=1)=[O:8]. (3) Given the reactants I[C:2]1[CH:8]=[CH:7][C:5]([NH2:6])=[CH:4][CH:3]=1.[CH3:9][N:10]1[CH2:16][CH2:15][CH2:14][NH:13][C:12](=[O:17])[CH2:11]1.[O-]P([O-])([O-])=O.[K+].[K+].[K+].N[C@@H]1CCCC[C@H]1N, predict the reaction product. The product is: [CH3:9][N:10]1[CH2:16][CH2:15][CH2:14][N:13]([C:2]2[CH:8]=[CH:7][C:5]([NH2:6])=[CH:4][CH:3]=2)[C:12](=[O:17])[CH2:11]1.